Task: Regression. Given a peptide amino acid sequence and an MHC pseudo amino acid sequence, predict their binding affinity value. This is MHC class I binding data.. Dataset: Peptide-MHC class I binding affinity with 185,985 pairs from IEDB/IMGT (1) The peptide sequence is APDGFYPFK. The MHC is HLA-A03:01 with pseudo-sequence HLA-A03:01. The binding affinity (normalized) is 0.0847. (2) The peptide sequence is ALKISQLQK. The MHC is HLA-A03:01 with pseudo-sequence HLA-A03:01. The binding affinity (normalized) is 0.750. (3) The MHC is H-2-Kb with pseudo-sequence H-2-Kb. The peptide sequence is YTVKYNNL. The binding affinity (normalized) is 0.685. (4) The peptide sequence is YRYISFLVL. The MHC is HLA-B15:09 with pseudo-sequence HLA-B15:09. The binding affinity (normalized) is 0.252. (5) The peptide sequence is SLTIKDSSNK. The MHC is HLA-A03:01 with pseudo-sequence HLA-A03:01. The binding affinity (normalized) is 0.151.